Task: Regression. Given two drug SMILES strings and cell line genomic features, predict the synergy score measuring deviation from expected non-interaction effect.. Dataset: NCI-60 drug combinations with 297,098 pairs across 59 cell lines (1) Drug 1: CCC1(C2=C(COC1=O)C(=O)N3CC4=CC5=C(C=CC(=C5CN(C)C)O)N=C4C3=C2)O.Cl. Drug 2: C1CCC(C(C1)N)N.C(=O)(C(=O)[O-])[O-].[Pt+4]. Cell line: BT-549. Synergy scores: CSS=16.0, Synergy_ZIP=-8.22, Synergy_Bliss=1.88, Synergy_Loewe=-10.4, Synergy_HSA=1.62. (2) Synergy scores: CSS=27.5, Synergy_ZIP=-5.31, Synergy_Bliss=-2.72, Synergy_Loewe=-9.86, Synergy_HSA=-2.05. Drug 2: CC1CCC2CC(C(=CC=CC=CC(CC(C(=O)C(C(C(=CC(C(=O)CC(OC(=O)C3CCCCN3C(=O)C(=O)C1(O2)O)C(C)CC4CCC(C(C4)OC)OCCO)C)C)O)OC)C)C)C)OC. Cell line: HCT-15. Drug 1: CC12CCC3C(C1CCC2=O)CC(=C)C4=CC(=O)C=CC34C. (3) Drug 1: CS(=O)(=O)CCNCC1=CC=C(O1)C2=CC3=C(C=C2)N=CN=C3NC4=CC(=C(C=C4)OCC5=CC(=CC=C5)F)Cl. Drug 2: N.N.Cl[Pt+2]Cl. Cell line: SNB-75. Synergy scores: CSS=11.4, Synergy_ZIP=-3.14, Synergy_Bliss=3.01, Synergy_Loewe=-4.29, Synergy_HSA=2.64. (4) Drug 1: CC(C1=C(C=CC(=C1Cl)F)Cl)OC2=C(N=CC(=C2)C3=CN(N=C3)C4CCNCC4)N. Drug 2: CCCCCOC(=O)NC1=NC(=O)N(C=C1F)C2C(C(C(O2)C)O)O. Synergy scores: CSS=11.6, Synergy_ZIP=-2.40, Synergy_Bliss=0.706, Synergy_Loewe=-8.39, Synergy_HSA=-0.128. Cell line: NCIH23. (5) Drug 1: CC12CCC(CC1=CCC3C2CCC4(C3CC=C4C5=CN=CC=C5)C)O. Drug 2: C1CC(=O)NC(=O)C1N2C(=O)C3=CC=CC=C3C2=O. Cell line: HCT116. Synergy scores: CSS=5.94, Synergy_ZIP=-0.883, Synergy_Bliss=4.45, Synergy_Loewe=1.35, Synergy_HSA=3.55. (6) Drug 1: CC1=C(N=C(N=C1N)C(CC(=O)N)NCC(C(=O)N)N)C(=O)NC(C(C2=CN=CN2)OC3C(C(C(C(O3)CO)O)O)OC4C(C(C(C(O4)CO)O)OC(=O)N)O)C(=O)NC(C)C(C(C)C(=O)NC(C(C)O)C(=O)NCCC5=NC(=CS5)C6=NC(=CS6)C(=O)NCCC[S+](C)C)O. Drug 2: CN1C2=C(C=C(C=C2)N(CCCl)CCCl)N=C1CCCC(=O)O.Cl. Cell line: NCI-H322M. Synergy scores: CSS=2.52, Synergy_ZIP=0.385, Synergy_Bliss=2.86, Synergy_Loewe=0.422, Synergy_HSA=1.22. (7) Drug 1: CC1OCC2C(O1)C(C(C(O2)OC3C4COC(=O)C4C(C5=CC6=C(C=C35)OCO6)C7=CC(=C(C(=C7)OC)O)OC)O)O. Drug 2: CCC(=C(C1=CC=CC=C1)C2=CC=C(C=C2)OCCN(C)C)C3=CC=CC=C3.C(C(=O)O)C(CC(=O)O)(C(=O)O)O. Cell line: T-47D. Synergy scores: CSS=32.3, Synergy_ZIP=-8.98, Synergy_Bliss=-3.45, Synergy_Loewe=-2.80, Synergy_HSA=-0.410.